This data is from Reaction yield outcomes from USPTO patents with 853,638 reactions. The task is: Predict the reaction yield, written as a fraction of the theoretical maximum amount of product (1.0 means a 100% yield; for example, 0.34 means a 34% yield). The catalyst is CN(C)C=O.CN(C)C(=O)C. The reactants are [C:1]([C:3]([C:6]1[CH:7]=[C:8]([CH:12]=[CH:13][CH:14]=1)[C:9]([OH:11])=O)([CH3:5])[CH3:4])#[N:2].C(Cl)(=O)C(Cl)=O.O1CCCC1.[NH2:26][C:27]1[CH:28]=[CH:29][C:30]([Br:49])=[C:31]([CH:48]=1)[O:32][C:33]1[CH:34]=[CH:35][C:36]2[N:37]([CH:39]=[C:40]([NH:42][C:43]([CH:45]3[CH2:47][CH2:46]3)=[O:44])[N:41]=2)[N:38]=1. The product is [Br:49][C:30]1[CH:29]=[CH:28][C:27]([NH:26][C:9](=[O:11])[C:8]2[CH:12]=[CH:13][CH:14]=[C:6]([C:3]([C:1]#[N:2])([CH3:4])[CH3:5])[CH:7]=2)=[CH:48][C:31]=1[O:32][C:33]1[CH:34]=[CH:35][C:36]2[N:37]([CH:39]=[C:40]([NH:42][C:43]([CH:45]3[CH2:46][CH2:47]3)=[O:44])[N:41]=2)[N:38]=1. The yield is 0.850.